From a dataset of Catalyst prediction with 721,799 reactions and 888 catalyst types from USPTO. Predict which catalyst facilitates the given reaction. (1) Reactant: C1COCC1.[CH:6]1([NH:12][C:13]2[CH:22]=[C:21]3[C:16]([C:17](=[O:35])[C:18]([CH2:28][CH2:29][C:30](OCC)=[O:31])=[CH:19][N:20]3[CH:23]3[CH2:27][CH2:26][CH2:25][CH2:24]3)=[CH:15][C:14]=2[F:36])[CH2:11][CH2:10][CH2:9][CH2:8][CH2:7]1.[H-].[Al+3].[Li+].[H-].[H-].[H-]. Product: [CH:6]1([NH:12][C:13]2[CH:22]=[C:21]3[C:16]([C:17](=[O:35])[C:18]([CH2:28][CH2:29][CH2:30][OH:31])=[CH:19][N:20]3[CH:23]3[CH2:27][CH2:26][CH2:25][CH2:24]3)=[CH:15][C:14]=2[F:36])[CH2:7][CH2:8][CH2:9][CH2:10][CH2:11]1. The catalyst class is: 6. (2) Reactant: CC1C=CC(S(O[CH2:12][CH:13]2[O:18][C:17]3[CH:19]=[C:20]([O:23][S:24]([CH3:27])(=[O:26])=[O:25])[CH:21]=[CH:22][C:16]=3[O:15][CH2:14]2)(=O)=O)=CC=1.[CH3:28][NH:29][CH2:30][CH2:31][CH3:32]. Product: [CH3:27][S:24]([O:23][C:20]1[CH:21]=[CH:22][C:16]2[O:15][CH2:14][CH:13]([CH2:12][N:29]([CH3:28])[CH2:30][CH2:31][CH3:32])[O:18][C:17]=2[CH:19]=1)(=[O:25])=[O:26]. The catalyst class is: 10. (3) Reactant: Br.[Cl:2][C:3]1[CH:4]=[C:5]([O:11][C:12]2[CH:17]=[CH:16][CH:15]=[CH:14][CH:13]=2)[C:6]([O:9]C)=[N:7][CH:8]=1.[OH-].[Na+]. Product: [Cl:2][C:3]1[CH:4]=[C:5]([O:11][C:12]2[CH:17]=[CH:16][CH:15]=[CH:14][CH:13]=2)[C:6]([OH:9])=[N:7][CH:8]=1. The catalyst class is: 15. (4) Reactant: [Br:1][C:2]1[CH:3]=[C:4]([CH:6]=[CH:7][C:8]=1[O:9][C:10]1[CH:15]=[CH:14][C:13]([F:16])=[CH:12][C:11]=1[F:17])[NH2:5].C(N(CC)CC)C.[CH2:25]([S:27](Cl)(=[O:29])=[O:28])[CH3:26].[OH-].[Na+].[NH4+].[Cl-]. The catalyst class is: 269. Product: [Br:1][C:2]1[CH:3]=[C:4]([NH:5][S:27]([CH2:25][CH3:26])(=[O:29])=[O:28])[CH:6]=[CH:7][C:8]=1[O:9][C:10]1[CH:15]=[CH:14][C:13]([F:16])=[CH:12][C:11]=1[F:17]. (5) Reactant: [O:1]1[CH:6]=[CH:5][CH2:4][CH2:3][CH2:2]1.O.C1(C)C=CC(S(O)(=O)=O)=CC=1.[C:19]([Si:23]([C:46]1[CH:51]=[CH:50][CH:49]=[CH:48][CH:47]=1)([C:40]1[CH:45]=[CH:44][CH:43]=[CH:42][CH:41]=1)[O:24][C:25]1[CH:34]=[CH:33][C:32]2[NH:31][C:30](=[O:35])[C:29]3=[C:36]([CH3:39])[NH:37][N:38]=[C:28]3[C:27]=2[CH:26]=1)([CH3:22])([CH3:21])[CH3:20]. Product: [C:19]([Si:23]([C:40]1[CH:41]=[CH:42][CH:43]=[CH:44][CH:45]=1)([C:46]1[CH:47]=[CH:48][CH:49]=[CH:50][CH:51]=1)[O:24][C:25]1[CH:34]=[CH:33][C:32]2[NH:31][C:30](=[O:35])[C:29]3=[C:36]([CH3:39])[N:37]([CH:6]4[CH2:5][CH2:4][CH2:3][CH2:2][O:1]4)[N:38]=[C:28]3[C:27]=2[CH:26]=1)([CH3:22])([CH3:20])[CH3:21]. The catalyst class is: 215. (6) Reactant: [F:1][C:2]1[CH:7]=[C:6]([I:8])[CH:5]=[CH:4][C:3]=1[N:9]1[C:14]2[N:15]([CH3:34])[C:16](=[O:33])[CH:17]=[C:18]([O:19][C:20]3[CH:25]=[CH:24][CH:23]=[C:22]([C:26]4([CH3:31])[O:30][CH2:29][CH2:28][O:27]4)[C:21]=3[CH3:32])[C:13]=2[C:12](=[O:35])[N:11]([CH2:36][C:37]2[CH:42]=[CH:41][C:40]([O:43][CH3:44])=[CH:39][CH:38]=2)C1=O.[OH-].[Li+].C(OCC)(=O)C. Product: [F:1][C:2]1[CH:7]=[C:6]([I:8])[CH:5]=[CH:4][C:3]=1[NH:9][C:14]1[N:15]([CH3:34])[C:16](=[O:33])[CH:17]=[C:18]([O:19][C:20]2[CH:25]=[CH:24][CH:23]=[C:22]([C:26]3([CH3:31])[O:30][CH2:29][CH2:28][O:27]3)[C:21]=2[CH3:32])[C:13]=1[C:12]([NH:11][CH2:36][C:37]1[CH:38]=[CH:39][C:40]([O:43][CH3:44])=[CH:41][CH:42]=1)=[O:35]. The catalyst class is: 30.